Dataset: Catalyst prediction with 721,799 reactions and 888 catalyst types from USPTO. Task: Predict which catalyst facilitates the given reaction. (1) Reactant: [N:1]12[CH2:8][CH2:7][C:4]([C:9]([C:16]3[S:17][CH:18]=[CH:19][CH:20]=3)([C:11]3[S:12][CH:13]=[CH:14][CH:15]=3)[OH:10])([CH2:5][CH2:6]1)[CH2:3][CH2:2]2.[Br:21][CH2:22][CH2:23][CH2:24][C:25]1[CH:30]=[CH:29][CH:28]=[CH:27][CH:26]=1. Product: [Br-:21].[OH:10][C:9]([C:16]1[S:17][CH:18]=[CH:19][CH:20]=1)([C:11]1[S:12][CH:13]=[CH:14][CH:15]=1)[C:4]12[CH2:5][CH2:6][N+:1]([CH2:22][CH2:23][CH2:24][C:25]3[CH:30]=[CH:29][CH:28]=[CH:27][CH:26]=3)([CH2:8][CH2:7]1)[CH2:2][CH2:3]2. The catalyst class is: 22. (2) Reactant: Cl[CH:2]([C:14]1[CH:19]=[CH:18][CH:17]=[CH:16][CH:15]=1)[C:3]([NH:5][C:6]1[CH:11]=[CH:10][C:9]([Cl:12])=[CH:8][C:7]=1[OH:13])=[O:4].C(=O)([O-])[O-].[K+].[K+].O.Cl. Product: [Cl:12][C:9]1[CH:10]=[CH:11][C:6]2[NH:5][C:3](=[O:4])[CH:2]([C:14]3[CH:19]=[CH:18][CH:17]=[CH:16][CH:15]=3)[O:13][C:7]=2[CH:8]=1. The catalyst class is: 9. (3) The catalyst class is: 11. Reactant: CN(C)C=O.P(Cl)(Cl)([Cl:8])=O.[CH3:11][O:12][C:13]1[C:30]([O:31][CH3:32])=[C:29]([O:33][CH3:34])[CH:28]=[C:27]([CH3:35])[C:14]=1[C:15]([C:17]1[C:22]([O:23][CH3:24])=[CH:21][N+:20]([O-])=[CH:19][C:18]=1[Cl:26])=[O:16]. Product: [CH3:11][O:12][C:13]1[C:30]([O:31][CH3:32])=[C:29]([O:33][CH3:34])[CH:28]=[C:27]([CH3:35])[C:14]=1[C:15]([C:17]1[C:22]([O:23][CH3:24])=[CH:21][N:20]=[C:19]([Cl:8])[C:18]=1[Cl:26])=[O:16].